Predict the product of the given reaction. From a dataset of Forward reaction prediction with 1.9M reactions from USPTO patents (1976-2016). (1) Given the reactants C[O:2][C:3](=[O:22])[C@@H:4]([NH:14][C:15]([O:17][C:18]([CH3:21])([CH3:20])[CH3:19])=[O:16])[CH2:5][CH2:6][C:7]1[CH:12]=[CH:11][C:10]([Cl:13])=[CH:9][CH:8]=1.[OH-].[Na+], predict the reaction product. The product is: [C:18]([O:17][C:15]([NH:14][C@@H:4]([CH2:5][CH2:6][C:7]1[CH:12]=[CH:11][C:10]([Cl:13])=[CH:9][CH:8]=1)[C:3]([OH:22])=[O:2])=[O:16])([CH3:21])([CH3:19])[CH3:20]. (2) Given the reactants [CH2:1]([O:8][C:9]1[CH:14]=[CH:13][C:12]([C:15](=[O:18])[CH2:16]Br)=[CH:11][CH:10]=1)[C:2]1[CH:7]=[CH:6][CH:5]=[CH:4][CH:3]=1.[F:19][C:20]1[CH:21]=[C:22]([C:26]2([OH:32])[CH2:31][CH2:30][NH:29][CH2:28][CH2:27]2)[CH:23]=[CH:24][CH:25]=1, predict the reaction product. The product is: [CH2:1]([O:8][C:9]1[CH:14]=[CH:13][C:12]([C:15](=[O:18])[CH2:16][N:29]2[CH2:28][CH2:27][C:26]([C:22]3[CH:23]=[CH:24][CH:25]=[C:20]([F:19])[CH:21]=3)([OH:32])[CH2:31][CH2:30]2)=[CH:11][CH:10]=1)[C:2]1[CH:7]=[CH:6][CH:5]=[CH:4][CH:3]=1. (3) Given the reactants [OH:1][C:2]1[CH:14]=[CH:13][C:5]([C:6]([O:8][C:9]([CH3:12])([CH3:11])[CH3:10])=[O:7])=[CH:4][C:3]=1[NH2:15], predict the reaction product. The product is: [CH3:9][O:8][C:6](=[O:7])[CH2:5][CH:4]1[CH2:3][NH:15][C:3]2[CH:4]=[C:5]([C:6]([O:8][C:9]([CH3:11])([CH3:12])[CH3:10])=[O:7])[CH:13]=[CH:14][C:2]=2[O:1]1. (4) Given the reactants C(OC([N:8]1[CH2:12][CH2:11][C:10]([CH2:14][NH:15][C:16]2[N:21]=[C:20]([C:22]3[CH:27]=[CH:26][C:25]([C:28]#[N:29])=[CH:24][CH:23]=3)[C:19](Cl)=[CH:18][N:17]=2)([F:13])[CH2:9]1)=O)(C)(C)C.[CH3:31][C:32]1[CH:37]=[CH:36][C:35](B(O)O)=[CH:34][CH:33]=1, predict the reaction product. The product is: [F:13][C:10]1([CH2:14][NH:15][C:16]2[N:21]=[C:20]([C:22]3[CH:23]=[CH:24][C:25]([C:28]#[N:29])=[CH:26][CH:27]=3)[C:19]([C:35]3[CH:36]=[CH:37][C:32]([CH3:31])=[CH:33][CH:34]=3)=[CH:18][N:17]=2)[CH2:11][CH2:12][NH:8][CH2:9]1.